This data is from Full USPTO retrosynthesis dataset with 1.9M reactions from patents (1976-2016). The task is: Predict the reactants needed to synthesize the given product. (1) Given the product [CH2:37]([O:36][C:34](=[O:35])[NH:1][C@H:2]1[CH2:7][CH2:6][C@@H:5]([NH:8][C:9]([C:11]2[C:15]3[N:16]=[CH:17][N:18]=[C:19]([C:20]4[CH:25]=[CH:24][C:23]([O:26][CH3:27])=[CH:22][C:21]=4[O:28][CH2:29][CH:30]4[CH2:31][CH2:32]4)[C:14]=3[NH:13][CH:12]=2)=[O:10])[CH2:4][CH2:3]1)[CH3:38], predict the reactants needed to synthesize it. The reactants are: [NH2:1][C@@H:2]1[CH2:7][CH2:6][C@H:5]([NH:8][C:9]([C:11]2[C:15]3[N:16]=[CH:17][N:18]=[C:19]([C:20]4[CH:25]=[CH:24][C:23]([O:26][CH3:27])=[CH:22][C:21]=4[O:28][CH2:29][CH:30]4[CH2:32][CH2:31]4)[C:14]=3[NH:13][CH:12]=2)=[O:10])[CH2:4][CH2:3]1.Cl[C:34]([O:36][CH2:37][CH3:38])=[O:35]. (2) Given the product [N+:1]([C:4]1[CH:9]=[CH:8][C:7]([C@@H:10]([OH:24])[CH2:11][CH2:12][C@@H:13]([C:15]2[CH:20]=[CH:19][C:18]([N+:21]([O-:23])=[O:22])=[CH:17][CH:16]=2)[OH:14])=[CH:6][CH:5]=1)([O-:3])=[O:2], predict the reactants needed to synthesize it. The reactants are: [N+:1]([C:4]1[CH:9]=[CH:8][C:7]([C:10](=[O:24])[CH2:11][CH2:12][C:13]([C:15]2[CH:20]=[CH:19][C:18]([N+:21]([O-:23])=[O:22])=[CH:17][CH:16]=2)=[O:14])=[CH:6][CH:5]=1)([O-:3])=[O:2].C1(C(C2C=CC=CC=2)([C@@H]2CCCN2)O)C=CC=CC=1. (3) Given the product [OH:6][CH2:3][CH2:4][NH:5][C:18]([C:9]1[CH:10]=[CH:11][C:12]2[C:17](=[CH:16][CH:15]=[CH:14][CH:13]=2)[CH:8]=1)=[O:19], predict the reactants needed to synthesize it. The reactants are: CO[CH:3]([O:6]C)[CH2:4][NH2:5].[CH:8]1[C:17]2[C:12](=[CH:13][CH:14]=[CH:15][CH:16]=2)[CH:11]=[CH:10][C:9]=1[C:18](Cl)=[O:19]. (4) Given the product [CH2:2]([C:4]1[N:9]([CH2:10][C:11](=[O:18])[C:12]2[CH:13]=[CH:14][CH:15]=[CH:16][CH:17]=2)[C:8](=[O:19])[C:7]2[C:20]([O:33][CH3:34])=[C:21]([C:24]([NH:26][CH:27]3[CH2:28][CH2:29][N:30]([C:51](=[O:50])[CH2:52][OH:53])[CH2:31][CH2:32]3)=[O:25])[N:22]([CH3:23])[C:6]=2[CH:5]=1)[CH3:3], predict the reactants needed to synthesize it. The reactants are: Cl.[CH2:2]([C:4]1[N:9]([CH2:10][C:11](=[O:18])[C:12]2[CH:17]=[CH:16][CH:15]=[CH:14][CH:13]=2)[C:8](=[O:19])[C:7]2[C:20]([O:33][CH3:34])=[C:21]([C:24]([NH:26][CH:27]3[CH2:32][CH2:31][NH:30][CH2:29][CH2:28]3)=[O:25])[N:22]([CH3:23])[C:6]=2[CH:5]=1)[CH3:3].C(N(CC)CC)C.C1COCC1.C([O:50][CH2:51][C:52](Cl)=[O:53])(=O)C. (5) The reactants are: ClC1N=C(C2SC(C(C)C)=NC=2[C:16]2C=[C:18]([NH:22][S:23](C3C(F)=CC=CC=3F)(=[O:25])=[O:24])[CH:19]=[CH:20][CH:21]=2)C=CN=1.[Cl:34][C:35]1[N:40]=[C:39]([C:41]2[S:45][C:44]([N:46]3[CH2:51][CH2:50][O:49][CH2:48][CH2:47]3)=[N:43][C:42]=2[C:52]2[C:53]([F:59])=[C:54]([CH:56]=[CH:57][CH:58]=2)[NH2:55])[CH:38]=[CH:37][N:36]=1.N1(S(Cl)(=O)=O)CCCCC1. Given the product [Cl:34][C:35]1[N:40]=[C:39]([C:41]2[S:45][C:44]([N:46]3[CH2:47][CH2:48][O:49][CH2:50][CH2:51]3)=[N:43][C:42]=2[C:52]2[C:53]([F:59])=[C:54]([NH:55][S:23]([N:22]3[CH2:18][CH2:19][CH2:20][CH2:21][CH2:16]3)(=[O:25])=[O:24])[CH:56]=[CH:57][CH:58]=2)[CH:38]=[CH:37][N:36]=1, predict the reactants needed to synthesize it. (6) Given the product [Br:1][C:2]1[CH:3]=[C:4]([C:11]([N:13]2[CH2:18][CH2:17][O:16][C:15]3[N:19]=[CH:20][C:21]([C:23]4[CH:24]=[CH:25][CH:26]=[CH:27][CH:28]=4)=[CH:22][C:14]2=3)=[O:12])[CH:5]=[C:6]([Br:10])[C:7]=1[OH:8], predict the reactants needed to synthesize it. The reactants are: [Br:1][C:2]1[CH:3]=[C:4]([C:11]([N:13]2[CH2:18][CH2:17][O:16][C:15]3[N:19]=[CH:20][C:21]([C:23]4[CH:28]=[CH:27][CH:26]=[CH:25][CH:24]=4)=[CH:22][C:14]2=3)=[O:12])[CH:5]=[C:6]([Br:10])[C:7]=1[O:8]C.B(Br)(Br)Br.O. (7) Given the product [Cl:19][C:9]1[N:10]=[CH:11][C:2]([F:1])=[C:3]2[C:8]=1[N:7]=[CH:6][C:5]([C:15]#[N:16])=[CH:4]2, predict the reactants needed to synthesize it. The reactants are: [F:1][CH:2]1[CH:11](OC)[NH:10][C:9](=O)[C:8]2[N:7]=[CH:6][C:5]([C:15]#[N:16])=[CH:4][C:3]1=2.P(Cl)(Cl)([Cl:19])=O.